From a dataset of Forward reaction prediction with 1.9M reactions from USPTO patents (1976-2016). Predict the product of the given reaction. (1) The product is: [Cl:26][C:8]1[CH:7]=[CH:6][C:5]2[N:4]3[CH:12]4[CH:11]([CH2:20][CH2:19][N:18]5[CH2:17][CH2:16][CH2:15][CH:14]([CH:13]45)[C:21](=[O:23])[NH:1][C:2]3=[O:3])[C:10]=2[CH:9]=1. Given the reactants [NH2:1][C:2]([N:4]1[CH:12]2[CH:13]3[N:18]([CH2:19][CH2:20][CH:11]2[C:10]2[C:5]1=[CH:6][CH:7]=[C:8]([Cl:26])[CH:9]=2)[CH2:17][CH2:16][CH2:15][CH:14]3[C:21]([O:23]CC)=O)=[O:3].C([O-])([O-])=O.[K+].[K+], predict the reaction product. (2) Given the reactants [CH:1]([C:4]1[O:8][C:7]([C:9]2[CH:14]=[CH:13][C:12]([CH3:15])=[CH:11][CH:10]=2)=[N:6][C:5]=1[C:16](OCC)=[O:17])([CH3:3])[CH3:2].[H-].[Al+3].[Li+].[H-].[H-].[H-].Cl, predict the reaction product. The product is: [CH:1]([C:4]1[O:8][C:7]([C:9]2[CH:14]=[CH:13][C:12]([CH3:15])=[CH:11][CH:10]=2)=[N:6][C:5]=1[CH2:16][OH:17])([CH3:3])[CH3:2]. (3) The product is: [CH3:26][C@@H:27]1[CH2:31][CH2:30][CH2:29][N:28]1[CH2:6][CH2:7][C:8]1[O:9][C:10]2[CH:16]=[CH:15][C:14]([C:17]3[CH:22]=[CH:21][C:20]([C:23]#[N:24])=[CH:19][CH:18]=3)=[CH:13][C:11]=2[CH:12]=1. Given the reactants CS(O[CH2:6][CH2:7][C:8]1[O:9][C:10]2[CH:16]=[CH:15][C:14]([C:17]3[CH:22]=[CH:21][C:20]([C:23]#[N:24])=[CH:19][CH:18]=3)=[CH:13][C:11]=2[CH:12]=1)(=O)=O.Br.[CH3:26][C@@H:27]1[CH2:31][CH2:30][CH2:29][NH:28]1.C(=O)([O-])[O-].[Na+].[Na+], predict the reaction product. (4) Given the reactants [Na].[CH2:2]([O:4][C:5](=[O:10])[CH2:6][C:7]([CH3:9])=[O:8])[CH3:3].[Cl:11][C:12]1[CH:13]=[C:14]([CH:17]=[C:18]([Cl:20])[CH:19]=1)[CH2:15]Cl, predict the reaction product. The product is: [Cl:11][C:12]1[CH:13]=[C:14]([CH:17]=[C:18]([Cl:20])[CH:19]=1)[CH2:15][CH:6]([C:7](=[O:8])[CH3:9])[C:5]([O:4][CH2:2][CH3:3])=[O:10]. (5) Given the reactants Cl.C(N=C=NCCCN(C)C)C.[CH:13]([C:15]1[NH:19][C:18]([CH3:20])=[C:17]([C:21]([OH:23])=O)[C:16]=1[CH3:24])=[O:14].ON1C2C=CC=CC=2N=N1.[CH2:35]([N:37]1[CH2:41][CH2:40][CH2:39][CH:38]1[CH2:42][NH2:43])[CH3:36], predict the reaction product. The product is: [CH2:35]([N:37]1[CH2:41][CH2:40][CH2:39][CH:38]1[CH2:42][NH:43][C:21]([C:17]1[C:16]([CH3:24])=[C:15]([CH:13]=[O:14])[NH:19][C:18]=1[CH3:20])=[O:23])[CH3:36].